This data is from Full USPTO retrosynthesis dataset with 1.9M reactions from patents (1976-2016). The task is: Predict the reactants needed to synthesize the given product. (1) Given the product [Cl:1][C:2]1[CH:15]=[C:14]2[C:5]([N:6]=[C:7]3[C:12](=[C:13]2[NH:16][CH2:17][CH2:18][CH2:19][CH2:20][C:21]2[N:26]=[C:25]([CH:27]=[N:31][OH:32])[C:24]([OH:29])=[CH:23][CH:22]=2)[CH2:11][CH2:10][CH2:9][CH2:8]3)=[CH:4][CH:3]=1, predict the reactants needed to synthesize it. The reactants are: [Cl:1][C:2]1[CH:15]=[C:14]2[C:5]([N:6]=[C:7]3[C:12](=[C:13]2[NH:16][CH2:17][CH2:18][CH2:19][CH2:20][C:21]2[N:26]=[C:25]([CH:27]=O)[C:24]([OH:29])=[CH:23][CH:22]=2)[CH2:11][CH2:10][CH2:9][CH2:8]3)=[CH:4][CH:3]=1.Cl.[NH2:31][OH:32].CC(O[Na])=O. (2) Given the product [CH3:1][N:2]1[C:6]([C:7]([C:9]2[CH:14]=[CH:13][N:12]=[C:11]([C:15]([F:18])([F:16])[F:17])[CH:10]=2)=[O:8])=[CH:5][N:4]=[C:3]1[CH3:19], predict the reactants needed to synthesize it. The reactants are: [CH3:1][N:2]1[C:6]([CH:7]([C:9]2[CH:14]=[CH:13][N:12]=[C:11]([C:15]([F:18])([F:17])[F:16])[CH:10]=2)[OH:8])=[CH:5][N:4]=[C:3]1[CH3:19].CN1C(C(O)C2CN(C(OC(C)(C)C)=O)C2)=CN=C1C. (3) Given the product [CH3:28][N:2]([CH3:1])[C:3]1([C:22]2[CH:23]=[CH:24][CH:25]=[CH:26][CH:27]=2)[CH2:8][CH2:7][C:6]([CH2:10][CH2:11][CH2:12][C:13]2[C:35]3[C:33](=[CH:32][CH:31]=[C:30]([F:29])[CH:36]=3)[NH:34][C:14]=2[Si:15]([CH2:20][CH3:21])([CH2:18][CH3:19])[CH2:16][CH3:17])([OH:9])[CH2:5][CH2:4]1, predict the reactants needed to synthesize it. The reactants are: [CH3:1][N:2]([CH3:28])[C:3]1([C:22]2[CH:27]=[CH:26][CH:25]=[CH:24][CH:23]=2)[CH2:8][CH2:7][C:6]([CH2:10][CH2:11][CH2:12][C:13]#[C:14][Si:15]([CH2:20][CH3:21])([CH2:18][CH3:19])[CH2:16][CH3:17])([OH:9])[CH2:5][CH2:4]1.[F:29][C:30]1[CH:36]=[CH:35][C:33]([NH2:34])=[C:32](I)[CH:31]=1.C(=O)([O-])[O-].[Na+].[Na+]. (4) Given the product [NH2:75][CH2:76][CH2:77][CH2:78][CH2:79][CH2:80][CH2:8][N:9]([CH3:2])[C@H:10]([C:14]([NH:16][C@H:17]([C:21]([N:23]([C@@H:25]([C@@H:62]([CH3:65])[CH2:63][CH3:64])[C@H:26]([O:60][CH3:61])[CH2:27][C:28]([N:30]1[CH2:34][CH2:33][CH2:32][C@H:31]1[C@H:35]([O:58][CH3:59])[C@@H:36]([CH3:57])[C:37]([NH:39][C@@:40]1([C:49]([N:51]2[CH2:56][CH2:55][CH2:54][CH2:53][O:52]2)=[O:50])[CH2:42][C@@H:41]1[C:43]1[CH:48]=[CH:47][CH:46]=[CH:45][CH:44]=1)=[O:38])=[O:29])[CH3:24])=[O:22])[CH:18]([CH3:19])[CH3:20])=[O:15])[CH:11]([CH3:13])[CH3:12], predict the reactants needed to synthesize it. The reactants are: F[C:2](F)(F)C(O)=O.[CH3:8][NH:9][C@H:10]([C:14]([NH:16][C@H:17]([C:21]([N:23]([C@@H:25]([C@@H:62]([CH3:65])[CH2:63][CH3:64])[C@H:26]([O:60][CH3:61])[CH2:27][C:28]([N:30]1[CH2:34][CH2:33][CH2:32][C@H:31]1[C@H:35]([O:58][CH3:59])[C@@H:36]([CH3:57])[C:37]([NH:39][C@@:40]1([C:49]([N:51]2[CH2:56][CH2:55][CH2:54][CH2:53][O:52]2)=[O:50])[CH2:42][C@@H:41]1[C:43]1[CH:48]=[CH:47][CH:46]=[CH:45][CH:44]=1)=[O:38])=[O:29])[CH3:24])=[O:22])[CH:18]([CH3:20])[CH3:19])=[O:15])[CH:11]([CH3:13])[CH3:12].C(OC(=O)[NH:75][CH2:76][CH2:77][CH2:78][CH2:79][CH2:80]C=O)C1C=CC=CC=1. (5) Given the product [OH:1][CH2:2][CH2:3][NH:4][C:5](=[O:12])[C:6]1[CH:11]=[CH:10][C:9]([B:13]2[O:17][C:16]([CH3:19])([CH3:18])[C:15]([CH3:21])([CH3:20])[O:14]2)=[CH:8][CH:7]=1, predict the reactants needed to synthesize it. The reactants are: [OH:1][CH2:2][CH2:3][NH:4][C:5](=[O:12])[C:6]1[CH:11]=[CH:10][CH:9]=[CH:8][CH:7]=1.[B:13]1([B:13]2[O:17][C:16]([CH3:19])([CH3:18])[C:15]([CH3:21])([CH3:20])[O:14]2)[O:17][C:16]([CH3:19])([CH3:18])[C:15]([CH3:21])([CH3:20])[O:14]1.C([O-])(=O)C.[K+]. (6) Given the product [CH:1]1([CH:4]([C:11]2[CH:16]=[CH:15][N:14]=[C:13]([O:17][CH3:18])[CH:12]=2)[CH2:5][C:6]([O:8][CH2:9][CH3:10])=[O:7])[CH2:2][CH2:3]1, predict the reactants needed to synthesize it. The reactants are: [CH:1]1([C:4]([C:11]2[CH:16]=[CH:15][N:14]=[C:13]([O:17][CH3:18])[CH:12]=2)=[CH:5][C:6]([O:8][CH2:9][CH3:10])=[O:7])[CH2:3][CH2:2]1. (7) The reactants are: [CH3:1][C:2]1([CH3:16])[O:6][C@H:5]([CH2:7][N:8]2[CH:12]=[CH:11][C:10]([N+:13]([O-])=O)=[N:9]2)[CH2:4][O:3]1.[H][H]. Given the product [CH3:1][C:2]1([CH3:16])[O:6][C@H:5]([CH2:7][N:8]2[CH:12]=[CH:11][C:10]([NH2:13])=[N:9]2)[CH2:4][O:3]1, predict the reactants needed to synthesize it. (8) Given the product [CH:34]1([O:39][C:40](=[O:53])[C@@H:41]([NH:45][C:46]([O:48][C:49]([CH3:52])([CH3:51])[CH3:50])=[O:47])[CH2:42][CH2:43][Br:1])[CH2:38][CH2:37][CH2:36][CH2:35]1, predict the reactants needed to synthesize it. The reactants are: [Br:1]N1C(=O)CCC1=O.C1(P(C2C=CC=CC=2)C2C=CC=CC=2)C=CC=CC=1.N1C=CC=CC=1.[CH:34]1([O:39][C:40](=[O:53])[C@@H:41]([NH:45][C:46]([O:48][C:49]([CH3:52])([CH3:51])[CH3:50])=[O:47])[CH2:42][CH2:43]O)[CH2:38][CH2:37][CH2:36][CH2:35]1.